Dataset: Peptide-MHC class II binding affinity with 134,281 pairs from IEDB. Task: Regression. Given a peptide amino acid sequence and an MHC pseudo amino acid sequence, predict their binding affinity value. This is MHC class II binding data. (1) The MHC is DRB3_0101 with pseudo-sequence DRB3_0101. The peptide sequence is LIEVNPPFGDSYIIV. The binding affinity (normalized) is 0.351. (2) The peptide sequence is QSCRRPNAQRFGISNYCQI. The MHC is HLA-DPA10301-DPB10402 with pseudo-sequence HLA-DPA10301-DPB10402. The binding affinity (normalized) is 0.137. (3) The peptide sequence is AKKYFAATQFEPLAA. The MHC is HLA-DPA10201-DPB10101 with pseudo-sequence HLA-DPA10201-DPB10101. The binding affinity (normalized) is 0.764. (4) The peptide sequence is LTKLAAAWGGSGSEA. The MHC is DRB1_0901 with pseudo-sequence DRB1_0901. The binding affinity (normalized) is 0.420. (5) The peptide sequence is GGGQIVGGVYLLPRR. The MHC is HLA-DPA10201-DPB10501 with pseudo-sequence HLA-DPA10201-DPB10501. The binding affinity (normalized) is 0.0617.